Predict the reactants needed to synthesize the given product. From a dataset of Full USPTO retrosynthesis dataset with 1.9M reactions from patents (1976-2016). (1) The reactants are: [OH:1][CH:2]1[C:11]2[N:10]=[CH:9][C:8]([C:12]#[N:13])=[CH:7][C:6]=2[CH2:5][CH2:4][CH2:3]1.C(N(CC)CC)C. Given the product [O:1]=[C:2]1[C:11]2[N:10]=[CH:9][C:8]([C:12]#[N:13])=[CH:7][C:6]=2[CH2:5][CH2:4][CH2:3]1, predict the reactants needed to synthesize it. (2) Given the product [CH2:9]([O:8][C:4]1[CH:5]=[CH:6][CH:7]=[C:2]([F:1])[C:3]=1[N:11]1[CH:15]=[CH:14][C:13]([NH:16][C:28](=[O:29])[CH2:27][C@H:25]2[CH2:24][CH2:23][N:22]3[C:18](=[O:17])[O:19][CH2:20][C@H:21]3[CH2:26]2)=[N:12]1)[CH3:10], predict the reactants needed to synthesize it. The reactants are: [F:1][C:2]1[CH:7]=[CH:6][CH:5]=[C:4]([O:8][CH2:9][CH3:10])[C:3]=1[N:11]1[CH:15]=[CH:14][C:13]([NH2:16])=[N:12]1.[O:17]=[C:18]1[N:22]2[CH2:23][CH2:24][C@H:25]([CH2:27][C:28](O)=[O:29])[CH2:26][C@@H:21]2[CH2:20][O:19]1. (3) Given the product [CH3:1][O:2][C:3]1[N:4]=[C:5]2[C:10](=[CH:11][CH:12]=1)[N:9]=[CH:8][CH:7]=[C:6]2[C:13]1[N:18]=[CH:17][C:16]([CH2:19][CH2:20][NH:21][CH2:33][C:31]2[CH:30]=[CH:29][C:26]3[S:27][CH2:28][C:23](=[O:22])[NH:24][C:25]=3[N:32]=2)=[CH:15][CH:14]=1, predict the reactants needed to synthesize it. The reactants are: [CH3:1][O:2][C:3]1[N:4]=[C:5]2[C:10](=[CH:11][CH:12]=1)[N:9]=[CH:8][CH:7]=[C:6]2[C:13]1[N:18]=[CH:17][C:16]([CH2:19][CH2:20][NH2:21])=[CH:15][CH:14]=1.[O:22]=[C:23]1[CH2:28][S:27][C:26]2[CH:29]=[CH:30][C:31]([CH:33]=O)=[N:32][C:25]=2[NH:24]1.[O-]S([O-])(=O)=O.[Na+].[Na+].[BH4-].[Na+]. (4) Given the product [C:18]([CH2:17][CH2:16][NH:15][C:13]([C:9]1[CH:8]=[C:7]2[C:12](=[CH:11][CH:10]=1)[NH:4][N:5]=[C:6]2[C:25]1[CH:26]=[CH:27][C:28]([F:31])=[CH:29][CH:30]=1)=[O:14])(=[O:20])[NH2:35], predict the reactants needed to synthesize it. The reactants are: C([N:4]1[C:12]2[C:7](=[CH:8][C:9]([C:13]([NH:15][CH2:16][CH2:17][C:18]([O:20]C(C)(C)C)=O)=[O:14])=[CH:10][CH:11]=2)[C:6]([C:25]2[CH:30]=[CH:29][C:28]([F:31])=[CH:27][CH:26]=2)=[N:5]1)(=O)C.CO.[OH-].[NH4+:35].C([O-])(=O)C.[NH4+]. (5) The reactants are: [CH:1]([C:4]1[CH:9]=[CH:8][C:7]([CH:10]2[C:14]3[C:15]([CH3:22])=[C:16]([NH2:21])[C:17]([CH3:20])=[C:18]([CH3:19])[C:13]=3[O:12][C:11]2([CH3:24])[CH3:23])=[CH:6][CH:5]=1)([CH3:3])[CH3:2].[F:25][C:26]1[CH:34]=[CH:33][C:29]([C:30](Cl)=[O:31])=[CH:28][CH:27]=1.C(OCC)(=O)C.CCCCCC. Given the product [F:25][C:26]1[CH:34]=[CH:33][C:29]([C:30]([NH:21][C:16]2[C:17]([CH3:20])=[C:18]([CH3:19])[C:13]3[O:12][C:11]([CH3:24])([CH3:23])[CH:10]([C:7]4[CH:8]=[CH:9][C:4]([CH:1]([CH3:3])[CH3:2])=[CH:5][CH:6]=4)[C:14]=3[C:15]=2[CH3:22])=[O:31])=[CH:28][CH:27]=1, predict the reactants needed to synthesize it. (6) Given the product [C:35]([O:34][C:33](=[O:39])[N:32]([CH2:31][C:29]1[CH:28]=[CH:27][C:26]2[O:21][CH2:22][CH2:23][O:24][C:25]=2[CH:30]=1)[CH:40]1[CH2:45][CH2:44][N:43]([CH2:14][CH2:13][N:10]2[C:11]3[C:6](=[CH:5][CH:4]=[C:3]([O:2][CH3:1])[CH:12]=3)[C:7]([C:17]([NH:19][CH3:20])=[O:18])=[CH:8][C:9]2=[O:16])[CH2:42][CH2:41]1)([CH3:38])([CH3:36])[CH3:37], predict the reactants needed to synthesize it. The reactants are: [CH3:1][O:2][C:3]1[CH:12]=[C:11]2[C:6]([C:7]([C:17]([NH:19][CH3:20])=[O:18])=[CH:8][C:9](=[O:16])[N:10]2[CH2:13][CH:14]=O)=[CH:5][CH:4]=1.[O:21]1[C:26]2[CH:27]=[CH:28][C:29]([CH2:31][N:32]([CH:40]3[CH2:45][CH2:44][NH:43][CH2:42][CH2:41]3)[C:33](=[O:39])[O:34][C:35]([CH3:38])([CH3:37])[CH3:36])=[CH:30][C:25]=2[O:24][CH2:23][CH2:22]1.C(O[BH-](OC(=O)C)OC(=O)C)(=O)C.[Na+].C(=O)([O-])O.[Na+]. (7) Given the product [C:25]([O:29][C:30](=[O:43])[NH:31][C@@H:32]([CH2:35][C:36]1[CH:41]=[CH:40][CH:39]=[C:38]([F:42])[CH:37]=1)[CH:33]=[C:1]([Br:5])[Br:2])([CH3:26])([CH3:27])[CH3:28], predict the reactants needed to synthesize it. The reactants are: [C:1]([Br:5])(Br)(Br)[Br:2].C1(P(C2C=CC=CC=2)C2C=CC=CC=2)C=CC=CC=1.[C:25]([O:29][C:30](=[O:43])[NH:31][C@@H:32]([CH2:35][C:36]1[CH:41]=[CH:40][CH:39]=[C:38]([F:42])[CH:37]=1)[CH:33]=O)([CH3:28])([CH3:27])[CH3:26]. (8) Given the product [Cl:21][C:20]1[C:15]([S:10][C:8]2[S:9][C:5]3[CH:4]=[CH:3][C:2]([Cl:1])=[CH:11][C:6]=3[N:7]=2)=[C:16]([C:25](=[O:27])[CH3:26])[CH:17]=[C:18]([N+:22]([O-:24])=[O:23])[CH:19]=1, predict the reactants needed to synthesize it. The reactants are: [Cl:1][C:2]1[CH:3]=[CH:4][C:5]2[S:9][C:8]([SH:10])=[N:7][C:6]=2[CH:11]=1.[H-].[Na+].Cl[C:15]1[C:20]([Cl:21])=[CH:19][C:18]([N+:22]([O-:24])=[O:23])=[CH:17][C:16]=1[C:25](=[O:27])[CH3:26].C(C1C=CC=CC=1)(=O)C. (9) Given the product [CH2:26]([N:28]1[CH2:33][CH2:32][N:31]([C:19]([C:18]2[CH:22]=[CH:23][C:15]([N:12]3[C:13]([OH:14])=[C:9]([C:6]4[CH:7]=[CH:8][C:3]([C:1]#[N:2])=[C:4]([F:25])[C:5]=4[CH3:24])[CH:10]=[N:11]3)=[N:16][CH:17]=2)=[O:21])[C@@H:30]([CH3:34])[CH2:29]1)[CH3:27], predict the reactants needed to synthesize it. The reactants are: [C:1]([C:3]1[CH:8]=[CH:7][C:6]([C:9]2[CH:10]=[N:11][N:12]([C:15]3[CH:23]=[CH:22][C:18]([C:19]([OH:21])=O)=[CH:17][N:16]=3)[C:13]=2[OH:14])=[C:5]([CH3:24])[C:4]=1[F:25])#[N:2].[CH2:26]([N:28]1[CH2:33][CH2:32][NH:31][C@@H:30]([CH3:34])[CH2:29]1)[CH3:27]. (10) The reactants are: C[Si]([N:5]=[C:6]=[O:7])(C)C.[CH3:8][O:9][C:10]1[CH:15]=[CH:14][C:13]([CH3:16])=[CH:12][C:11]=1[NH:17][C:18]([NH:20][C:21]1[CH:26]=[CH:25][C:24]([N:27]2[CH2:32][CH2:31][NH:30][CH2:29][CH2:28]2)=[CH:23][CH:22]=1)=[O:19].CO. Given the product [CH3:8][O:9][C:10]1[CH:15]=[CH:14][C:13]([CH3:16])=[CH:12][C:11]=1[NH:17][C:18](=[O:19])[NH:20][C:21]1[CH:26]=[CH:25][C:24]([N:27]2[CH2:28][CH2:29][N:30]([C:6]([NH2:5])=[O:7])[CH2:31][CH2:32]2)=[CH:23][CH:22]=1, predict the reactants needed to synthesize it.